From a dataset of Full USPTO retrosynthesis dataset with 1.9M reactions from patents (1976-2016). Predict the reactants needed to synthesize the given product. (1) Given the product [Br:11][C:7]1[CH:8]=[C:9]2[C:4](=[CH:5][CH:6]=1)[N:3]([S:20]([C:15]1[CH:14]=[CH:19][C:18]([CH3:26])=[CH:17][CH:16]=1)(=[O:21])=[O:22])[C:2]([CH3:1])=[CH:10]2, predict the reactants needed to synthesize it. The reactants are: [CH3:1][C:2]1[NH:3][C:4]2[C:9]([CH:10]=1)=[CH:8][C:7]([Br:11])=[CH:6][CH:5]=2.[H-].[Na+].[C:14]1(C)[C:15]([S:20](Cl)(=[O:22])=[O:21])=[CH:16][CH:17]=[CH:18][CH:19]=1.O.[CH3:26]N(C=O)C. (2) Given the product [F:12][C:9]1[CH:10]=[CH:11][C:6]([C:5]2[C:4]([C:3](=[O:13])[CH2:2][CH3:14])=[C:18]3[CH:19]=[CH:20][CH:21]=[CH:22][N:17]3[N:16]=2)=[CH:7][CH:8]=1, predict the reactants needed to synthesize it. The reactants are: Cl[CH:2]([CH3:14])[C:3](=[O:13])[C:4]#[C:5][C:6]1[CH:11]=[CH:10][C:9]([F:12])=[CH:8][CH:7]=1.[I-].[NH2:16][N+:17]1[CH:22]=[CH:21][CH:20]=[CH:19][CH:18]=1.C1CCN2C(=NCCC2)CC1.